Task: Predict the reactants needed to synthesize the given product.. Dataset: Full USPTO retrosynthesis dataset with 1.9M reactions from patents (1976-2016) (1) Given the product [CH3:17][C:15]1[CH:14]=[CH:13][CH:12]=[C:11]2[C:16]=1[C:8]([CH2:7][C:5]1[S:6][C:2]([C:41]3[CH:46]=[CH:45][CH:44]=[CH:43][CH:42]=3)=[CH:3][CH:4]=1)=[CH:9][N:10]2[C@@H:18]1[O:35][C@H:34]([CH2:36][OH:37])[C@@H:29]([OH:30])[C@H:24]([OH:25])[C@H:19]1[OH:20], predict the reactants needed to synthesize it. The reactants are: Br[C:2]1[S:6][C:5]([CH2:7][C:8]2[C:16]3[C:11](=[CH:12][CH:13]=[CH:14][C:15]=3[CH3:17])[N:10]([C@@H:18]3[O:35][C@H:34]([CH2:36][O:37]C(=O)C)[C@@H:29]([O:30]C(=O)C)[C@H:24]([O:25]C(=O)C)[C@H:19]3[O:20]C(=O)C)[CH:9]=2)=[CH:4][CH:3]=1.[C:41]1(B(O)O)[CH:46]=[CH:45][CH:44]=[CH:43][CH:42]=1. (2) Given the product [NH2:30][N:20]1[C:21]([C:22]#[N:23])=[C:17]([C:14]2[CH:15]=[CH:16][C:11]([NH:10][C:8]([O:7][C:3]([CH3:6])([CH3:5])[CH3:4])=[O:9])=[C:12]([F:29])[CH:13]=2)[C:18]([C:24]([O:26][CH2:27][CH3:28])=[O:25])=[CH:19]1, predict the reactants needed to synthesize it. The reactants are: [H-].[Na+].[C:3]([O:7][C:8]([NH:10][C:11]1[CH:16]=[CH:15][C:14]([C:17]2[C:18]([C:24]([O:26][CH2:27][CH3:28])=[O:25])=[CH:19][NH:20][C:21]=2[C:22]#[N:23])=[CH:13][C:12]=1[F:29])=[O:9])([CH3:6])([CH3:5])[CH3:4].[NH2:30]OP(=O)(C1C=CC=CC=1)C1C=CC=CC=1. (3) The reactants are: Cl.[CH3:2][CH:3]([O:5][C:6]1[CH:13]=[CH:12][C:11]([C:14]2[O:18][N:17]=[C:16]([C:19]3[C:29]4[O:28][CH2:27][CH2:26][NH:25][CH2:24][C:23]=4[CH:22]=[CH:21][CH:20]=3)[N:15]=2)=[CH:10][C:7]=1[C:8]#[N:9])[CH3:4].C(N(CC)C(C)C)(C)C.Br[CH2:40][CH2:41][C:42]([O:44][CH2:45][CH3:46])=[O:43]. Given the product [C:8]([C:7]1[CH:10]=[C:11]([C:14]2[O:18][N:17]=[C:16]([C:19]3[C:29]4[O:28][CH2:27][CH2:26][N:25]([CH2:40][CH2:41][C:42]([O:44][CH2:45][CH3:46])=[O:43])[CH2:24][C:23]=4[CH:22]=[CH:21][CH:20]=3)[N:15]=2)[CH:12]=[CH:13][C:6]=1[O:5][CH:3]([CH3:2])[CH3:4])#[N:9], predict the reactants needed to synthesize it. (4) Given the product [Cl:23][C:24]1[C:25]([NH:45][C:46]2[CH:51]=[CH:50][CH:49]=[CH:48][C:47]=2[O:52][CH2:53][CH2:54][N:55]2[CH2:60][CH2:59][O:58][CH2:57][CH2:56]2)=[N:26][C:27]([NH:30][C:31]2[CH:32]=[CH:33][C:34]3[C:40](=[O:41])[NH:39][CH2:38][CH2:37][N:36]([CH2:42][CH3:43])[C:35]=3[CH:44]=2)=[N:28][CH:29]=1, predict the reactants needed to synthesize it. The reactants are: NC1C=CC2C(=O)NCCN(CC)C=2C=1.OC(C(F)(F)F)=O.[Cl:23][C:24]1[C:25]([NH:45][C:46]2[CH:51]=[CH:50][CH:49]=[CH:48][C:47]=2[O:52][CH2:53][CH2:54][N:55]2[CH2:60][CH2:59][O:58][CH2:57][CH2:56]2)=[N:26][C:27]([NH:30][C:31]2[CH:32]=[CH:33][C:34]3[C:40](=[O:41])[NH:39][CH2:38][CH2:37][N:36]([CH2:42][CH3:43])[C:35]=3[CH:44]=2)=[N:28][CH:29]=1.